This data is from Full USPTO retrosynthesis dataset with 1.9M reactions from patents (1976-2016). The task is: Predict the reactants needed to synthesize the given product. (1) Given the product [C@H:13]12[CH2:18][C@H:16]([NH:15][CH2:14]1)[CH2:17][N:12]2[CH2:11][C:8]1[CH:9]=[CH:10][C:5]([C:3]([O:2][CH3:1])=[O:4])=[CH:6][CH:7]=1, predict the reactants needed to synthesize it. The reactants are: [CH3:1][O:2][C:3]([C:5]1[CH:10]=[CH:9][C:8]([CH2:11][N:12]2[CH2:17][C@@H:16]3[CH2:18][C@H:13]2[CH2:14][N:15]3C(OC(C)(C)C)=O)=[CH:7][CH:6]=1)=[O:4].C([O-])([O-])=O.[K+].[K+]. (2) Given the product [O:21]1[C:26]2[CH:27]=[CH:28][C:29]([CH2:31][O:16][C:11]3[CH:10]=[C:9]([NH:8][C:6](=[O:7])[C:5]4[CH:17]=[CH:18][CH:19]=[C:3]([N:2]([CH3:1])[CH3:20])[CH:4]=4)[CH:14]=[CH:13][C:12]=3[CH3:15])=[CH:30][C:25]=2[O:24][CH2:23][CH2:22]1, predict the reactants needed to synthesize it. The reactants are: [CH3:1][N:2]([CH3:20])[C:3]1[CH:4]=[C:5]([CH:17]=[CH:18][CH:19]=1)[C:6]([NH:8][C:9]1[CH:14]=[CH:13][C:12]([CH3:15])=[C:11]([OH:16])[CH:10]=1)=[O:7].[O:21]1[C:26]2[CH:27]=[CH:28][C:29]([CH2:31]O)=[CH:30][C:25]=2[O:24][CH2:23][CH2:22]1. (3) Given the product [Cl:27][C:24]1[CH:23]=[CH:22][C:21]([C:11]2[N:10]=[C:9]([C:28]([NH:49][N:43]3[CH2:48][CH2:47][CH2:46][CH2:45][CH2:44]3)=[O:29])[C:8]([C:6]([O:5][C:1]([CH3:2])([CH3:4])[CH3:3])=[O:7])=[N:13][C:12]=2[C:14]2[CH:19]=[CH:18][C:17]([Cl:20])=[CH:16][CH:15]=2)=[CH:26][CH:25]=1, predict the reactants needed to synthesize it. The reactants are: [C:1]([O:5][C:6]([C:8]1[C:9]([C:28](O)=[O:29])=[N:10][C:11]([C:21]2[CH:26]=[CH:25][C:24]([Cl:27])=[CH:23][CH:22]=2)=[C:12]([C:14]2[CH:19]=[CH:18][C:17]([Cl:20])=[CH:16][CH:15]=2)[N:13]=1)=[O:7])([CH3:4])([CH3:3])[CH3:2].C(N1C=CN=C1)(N1C=CN=C1)=O.[N:43]1([NH2:49])[CH2:48][CH2:47][CH2:46][CH2:45][CH2:44]1. (4) Given the product [F:16][C:17]1[CH:30]=[CH:29][C:20]([CH2:21][N:22]2[C:26]([CH3:27])=[CH:25][C:24]([NH:28][C:2]3[CH:7]=[CH:6][C:5]([N:8]4[CH:12]=[C:11]([CH3:13])[N:10]=[CH:9]4)=[C:4]([O:14][CH3:15])[CH:3]=3)=[N:23]2)=[CH:19][CH:18]=1, predict the reactants needed to synthesize it. The reactants are: Br[C:2]1[CH:7]=[CH:6][C:5]([N:8]2[CH:12]=[C:11]([CH3:13])[N:10]=[CH:9]2)=[C:4]([O:14][CH3:15])[CH:3]=1.[F:16][C:17]1[CH:30]=[CH:29][C:20]([CH2:21][N:22]2[C:26]([CH3:27])=[CH:25][C:24]([NH2:28])=[N:23]2)=[CH:19][CH:18]=1. (5) Given the product [NH2:21][CH:18]1[CH2:19][CH2:20][N:15]([CH2:14][CH2:13][N:10]2[C:11]3[C:6](=[CH:5][CH:4]=[C:3]([C:1]#[N:2])[CH:12]=3)[CH:7]=[CH:8][C:9]2=[O:29])[CH2:16][CH2:17]1, predict the reactants needed to synthesize it. The reactants are: [C:1]([C:3]1[CH:12]=[C:11]2[C:6]([CH:7]=[CH:8][C:9](=[O:29])[N:10]2[CH2:13][CH2:14][N:15]2[CH2:20][CH2:19][CH:18]([NH:21]C(=O)OC(C)(C)C)[CH2:17][CH2:16]2)=[CH:5][CH:4]=1)#[N:2].FC(F)(F)C(O)=O. (6) Given the product [CH3:20][N:21]([CH3:22])[C:2]1[N:11]=[C:10]([OH:12])[C:9]2[C:4](=[CH:5][C:6]([O:13][CH3:14])=[CH:7][CH:8]=2)[N:3]=1, predict the reactants needed to synthesize it. The reactants are: Cl[C:2]1[N:11]=[C:10]([OH:12])[C:9]2[C:4](=[CH:5][C:6]([O:13][CH3:14])=[CH:7][CH:8]=2)[N:3]=1.C1COCC1.[CH3:20][NH:21][CH3:22].